This data is from Forward reaction prediction with 1.9M reactions from USPTO patents (1976-2016). The task is: Predict the product of the given reaction. (1) Given the reactants [NH2:1][C:2]1[CH:7]=[C:6]([Br:8])[CH:5]=[CH:4][C:3]=1[OH:9].[C:10](N1C=CN=C1)(N1C=CN=C1)=[O:11], predict the reaction product. The product is: [Br:8][C:6]1[CH:5]=[CH:4][C:3]2[O:9][C:10](=[O:11])[NH:1][C:2]=2[CH:7]=1. (2) Given the reactants I[C:2]1[S:6][C:5]([NH:7][C:8](=[O:10])[CH3:9])=[N:4][C:3]=1[CH3:11].[N:12]1([C:17]2[N:22]=[C:21](B3OC(C)(C)C(C)(C)O3)[CH:20]=[CH:19][CH:18]=2)[CH:16]=[CH:15][N:14]=[CH:13]1.C(=O)([O-])[O-].[Na+].[Na+], predict the reaction product. The product is: [N:12]1([C:17]2[N:22]=[C:21]([C:2]3[S:6][C:5]([NH:7][C:8](=[O:10])[CH3:9])=[N:4][C:3]=3[CH3:11])[CH:20]=[CH:19][CH:18]=2)[CH:16]=[CH:15][N:14]=[CH:13]1. (3) Given the reactants [Cl:1][C:2]1[N:11]=[C:10](Cl)[C:9]2[C:4](=[CH:5][CH:6]=[CH:7][CH:8]=2)[N:3]=1.[NH2:13][CH:14]1[CH2:22][C:21]2[C:16](=[CH:17][CH:18]=[CH:19][CH:20]=2)[CH2:15]1.[CH3:23][C:24]1[CH:28]=[C:27]([CH3:29])[NH:26][N:25]=1, predict the reaction product. The product is: [ClH:1].[CH3:23][C:24]1[CH:28]=[C:27]([CH3:29])[N:26]([C:2]2[N:11]=[C:10]([NH:13][CH:14]3[CH2:22][C:21]4[C:16](=[CH:17][CH:18]=[CH:19][CH:20]=4)[CH2:15]3)[C:9]3[C:4](=[CH:5][CH:6]=[CH:7][CH:8]=3)[N:3]=2)[N:25]=1. (4) Given the reactants C(=O)([O-])[O-].[K+].[K+].[I-].[K+].[CH3:9][O:10][C:11](=[O:27])[CH:12]([O:24][CH2:25][CH3:26])[CH2:13][C:14]1[C:22]2[O:21][CH:20]=[CH:19][C:18]=2[C:17]([OH:23])=[CH:16][CH:15]=1.Cl[CH2:29][C:30]1[N:31]=[C:32]([C:36]2[CH:41]=[CH:40][CH:39]=[CH:38][CH:37]=2)[O:33][C:34]=1[CH3:35], predict the reaction product. The product is: [CH3:9][O:10][C:11](=[O:27])[CH:12]([O:24][CH2:25][CH3:26])[CH2:13][C:14]1[C:22]2[O:21][CH:20]=[CH:19][C:18]=2[C:17]([O:23][CH2:29][C:30]2[N:31]=[C:32]([C:36]3[CH:41]=[CH:40][CH:39]=[CH:38][CH:37]=3)[O:33][C:34]=2[CH3:35])=[CH:16][CH:15]=1.